From a dataset of Full USPTO retrosynthesis dataset with 1.9M reactions from patents (1976-2016). Predict the reactants needed to synthesize the given product. Given the product [OH:1][C:2]1[CH:7]=[CH:6][C:5]([C@H:8]2[CH2:13][CH2:12][C@H:11]([NH:16][CH3:15])[CH2:10][CH2:9]2)=[CH:4][CH:3]=1, predict the reactants needed to synthesize it. The reactants are: [OH:1][C:2]1[CH:7]=[CH:6][C:5]([CH:8]2[CH2:13][CH2:12][C:11](=O)[CH2:10][CH2:9]2)=[CH:4][CH:3]=1.[CH3:15][NH2:16].